From a dataset of NCI-60 drug combinations with 297,098 pairs across 59 cell lines. Regression. Given two drug SMILES strings and cell line genomic features, predict the synergy score measuring deviation from expected non-interaction effect. (1) Cell line: UACC-257. Synergy scores: CSS=-4.31, Synergy_ZIP=1.64, Synergy_Bliss=-1.12, Synergy_Loewe=-5.76, Synergy_HSA=-4.59. Drug 1: CC(C1=C(C=CC(=C1Cl)F)Cl)OC2=C(N=CC(=C2)C3=CN(N=C3)C4CCNCC4)N. Drug 2: CN1C2=C(C=C(C=C2)N(CCCl)CCCl)N=C1CCCC(=O)O.Cl. (2) Drug 1: C1CCN(CC1)CCOC2=CC=C(C=C2)C(=O)C3=C(SC4=C3C=CC(=C4)O)C5=CC=C(C=C5)O. Drug 2: CCCCCOC(=O)NC1=NC(=O)N(C=C1F)C2C(C(C(O2)C)O)O. Cell line: HOP-92. Synergy scores: CSS=-2.75, Synergy_ZIP=-1.95, Synergy_Bliss=-9.62, Synergy_Loewe=-9.89, Synergy_HSA=-10.6. (3) Drug 1: C1=CC=C(C=C1)NC(=O)CCCCCCC(=O)NO. Drug 2: C1CCC(C(C1)N)N.C(=O)(C(=O)[O-])[O-].[Pt+4]. Cell line: IGROV1. Synergy scores: CSS=19.4, Synergy_ZIP=-6.73, Synergy_Bliss=-2.38, Synergy_Loewe=-2.27, Synergy_HSA=-1.18. (4) Cell line: LOX IMVI. Synergy scores: CSS=22.3, Synergy_ZIP=3.77, Synergy_Bliss=6.19, Synergy_Loewe=3.59, Synergy_HSA=8.02. Drug 1: CNC(=O)C1=CC=CC=C1SC2=CC3=C(C=C2)C(=NN3)C=CC4=CC=CC=N4. Drug 2: CC1CCC2CC(C(=CC=CC=CC(CC(C(=O)C(C(C(=CC(C(=O)CC(OC(=O)C3CCCCN3C(=O)C(=O)C1(O2)O)C(C)CC4CCC(C(C4)OC)O)C)C)O)OC)C)C)C)OC.